Dataset: Reaction yield outcomes from USPTO patents with 853,638 reactions. Task: Predict the reaction yield, written as a fraction of the theoretical maximum amount of product (1.0 means a 100% yield; for example, 0.34 means a 34% yield). The reactants are [OH:1][CH:2]([CH2:6][CH2:7][CH2:8][CH2:9][CH2:10][CH3:11])[C:3]([OH:5])=[O:4].Br[CH:13]([CH3:17])[C:14](Br)=[O:15].C(N(CC)CC)C. The catalyst is CC(C)=O. The product is [CH3:17][CH:13]1[O:4][C:3](=[O:5])[CH:2]([CH2:6][CH2:7][CH2:8][CH2:9][CH2:10][CH3:11])[O:1][C:14]1=[O:15]. The yield is 0.450.